This data is from Peptide-MHC class II binding affinity with 134,281 pairs from IEDB. The task is: Regression. Given a peptide amino acid sequence and an MHC pseudo amino acid sequence, predict their binding affinity value. This is MHC class II binding data. (1) The MHC is H-2-IAs with pseudo-sequence H-2-IAs. The peptide sequence is VKAKIQDKEGIPPDQQ. The binding affinity (normalized) is 0.0161. (2) The peptide sequence is NKSAFQSSVASGFIG. The MHC is DRB1_0701 with pseudo-sequence DRB1_0701. The binding affinity (normalized) is 1.00. (3) The peptide sequence is TKVTFHVEKGSNPNY. The binding affinity (normalized) is 0.127. The MHC is HLA-DQA10501-DQB10301 with pseudo-sequence HLA-DQA10501-DQB10301. (4) The peptide sequence is SKLKAEATTDGLGWY. The MHC is DRB1_0101 with pseudo-sequence DRB1_0101. The binding affinity (normalized) is 0.370. (5) The peptide sequence is KWHKHYLVCNYGPSG. The MHC is DRB1_0802 with pseudo-sequence DRB1_0802. The binding affinity (normalized) is 0.318. (6) The peptide sequence is NLLQERLKKLKSEHG. The MHC is DRB1_1201 with pseudo-sequence DRB1_1201. The binding affinity (normalized) is 0.377. (7) The MHC is DRB3_0101 with pseudo-sequence DRB3_0101. The peptide sequence is IEGGSLFIVPRFHVV. The binding affinity (normalized) is 0.384. (8) The peptide sequence is EVLFRLENHAETLRA. The MHC is HLA-DQA10501-DQB10301 with pseudo-sequence HLA-DQA10501-DQB10301. The binding affinity (normalized) is 0.0685. (9) The peptide sequence is NRQIMDNSAKYVEHD. The MHC is HLA-DQA10101-DQB10501 with pseudo-sequence HLA-DQA10101-DQB10501. The binding affinity (normalized) is 0.0538. (10) The peptide sequence is KPTAAGPKDNGGACG. The MHC is DRB1_0401 with pseudo-sequence DRB1_0401. The binding affinity (normalized) is 0.